From a dataset of Reaction yield outcomes from USPTO patents with 853,638 reactions. Predict the reaction yield, written as a fraction of the theoretical maximum amount of product (1.0 means a 100% yield; for example, 0.34 means a 34% yield). The reactants are Br[CH2:2][CH2:3][N:4]1[C:8]([CH2:9][OH:10])=[CH:7][C:6]([N+:11]([O-:13])=[O:12])=[N:5]1. The catalyst is CN1C(=O)CCC1.C(Cl)Cl. The product is [N+:11]([C:6]1[CH:7]=[C:8]2[CH2:9][O:10][CH2:2][CH2:3][N:4]2[N:5]=1)([O-:13])=[O:12]. The yield is 0.490.